This data is from Peptide-MHC class I binding affinity with 185,985 pairs from IEDB/IMGT. The task is: Regression. Given a peptide amino acid sequence and an MHC pseudo amino acid sequence, predict their binding affinity value. This is MHC class I binding data. (1) The peptide sequence is IRMWNQAAL. The MHC is HLA-B46:01 with pseudo-sequence HLA-B46:01. The binding affinity (normalized) is 0.0847. (2) The peptide sequence is TTDNKITSI. The MHC is HLA-A02:01 with pseudo-sequence HLA-A02:01. The binding affinity (normalized) is 0.136. (3) The MHC is HLA-B51:01 with pseudo-sequence HLA-B51:01. The binding affinity (normalized) is 0.141. The peptide sequence is YPQPQLPY. (4) The peptide sequence is ILGLPTQTV. The MHC is HLA-A01:01 with pseudo-sequence HLA-A01:01. The binding affinity (normalized) is 0.0847. (5) The peptide sequence is SEADVRALG. The MHC is HLA-B15:03 with pseudo-sequence HLA-B15:03. The binding affinity (normalized) is 0. (6) The peptide sequence is NIRLTDTEY. The MHC is HLA-A68:01 with pseudo-sequence HLA-A68:01. The binding affinity (normalized) is 0. (7) The peptide sequence is KYAEAFQMV. The MHC is HLA-A66:01 with pseudo-sequence HLA-A66:01. The binding affinity (normalized) is 0.213.